This data is from Forward reaction prediction with 1.9M reactions from USPTO patents (1976-2016). The task is: Predict the product of the given reaction. Given the reactants [CH3:1][CH:2]([O:4][C:5]([CH2:7][CH2:8][CH2:9]/[CH:10]=[CH:11]\[CH2:12][C@@H:13]1[C@@H:17]([CH2:18][CH2:19][C@@H:20]([OH:29])[CH2:21][CH2:22][C:23]2[CH:28]=[CH:27][CH:26]=[CH:25][CH:24]=2)[C@H:16]([OH:30])[CH2:15][C@@H:14]1[OH:31])=[O:6])[CH3:3].OC1C=[CH:48][C:36]([C:37]([O:39][CH2:40][CH:41]([CH2:45][C:46]#[CH:47])[CH2:42][C:43]#[CH:44])=[O:38])=[CH:35]C=1.CN(C(ON1N=NC2C=CC=CC1=2)=[N+](C)C)C.F[P-](F)(F)(F)(F)F.CCN(CC)CC, predict the reaction product. The product is: [OH:30][C@@H:16]1[CH2:15][C@H:14]([OH:31])[C@H:13]([CH2:12]/[CH:11]=[CH:10]\[CH2:9][CH2:8][CH2:7][C:5]([O:4][C:2]2[CH:1]=[CH:48][C:36]([C:37]([O:39][CH2:40][CH:41]([CH2:45][C:46]#[CH:47])[CH2:42][C:43]#[CH:44])=[O:38])=[CH:35][CH:3]=2)=[O:6])[C@H:17]1[CH2:18][CH2:19][C@@H:20]([OH:29])[CH2:21][CH2:22][C:23]1[CH:24]=[CH:25][CH:26]=[CH:27][CH:28]=1.